Task: Predict which catalyst facilitates the given reaction.. Dataset: Catalyst prediction with 721,799 reactions and 888 catalyst types from USPTO Reactant: [CH3:1][C:2]1[CH:7]=[CH:6][C:5]([C:8]2[C:9]([C:14]([OH:16])=[O:15])=[CH:10][CH:11]=[CH:12][CH:13]=2)=[CH:4][CH:3]=1.[CH3:17][Si](C=[N+]=[N-])(C)C. Product: [CH3:1][C:2]1[CH:7]=[CH:6][C:5]([C:8]2[C:9]([C:14]([O:16][CH3:17])=[O:15])=[CH:10][CH:11]=[CH:12][CH:13]=2)=[CH:4][CH:3]=1. The catalyst class is: 5.